From a dataset of Reaction yield outcomes from USPTO patents with 853,638 reactions. Predict the reaction yield, written as a fraction of the theoretical maximum amount of product (1.0 means a 100% yield; for example, 0.34 means a 34% yield). (1) The catalyst is CCOCC. The reactants are Br[C:2]1[CH:3]=[C:4]2[C:8](=[CH:9][CH:10]=1)[NH:7][N:6]=[CH:5]2.C([Li])CCC.[F:16][C:17]([F:31])([F:30])[C:18]([C:20]1[C:28]2[C:23](=[CH:24][CH:25]=[CH:26][CH:27]=2)[N:22]([CH3:29])[CH:21]=1)=[O:19]. The product is [F:31][C:17]([F:16])([F:30])[C:18]([C:2]1[CH:3]=[C:4]2[C:8](=[CH:9][CH:10]=1)[NH:7][N:6]=[CH:5]2)([C:20]1[C:28]2[C:23](=[CH:24][CH:25]=[CH:26][CH:27]=2)[N:22]([CH3:29])[CH:21]=1)[OH:19]. The yield is 0.260. (2) The reactants are [H-].[Al+3].[Li+].[H-].[H-].[H-].[CH3:7][C:8]1[CH:13]=[CH:12][C:11]([C:14]([CH3:16])=[O:15])=[CH:10][C:9]=1[Br:17].Cl. The catalyst is CCOCC. The product is [Br:17][C:9]1[CH:10]=[C:11]([CH:14]([OH:15])[CH3:16])[CH:12]=[CH:13][C:8]=1[CH3:7]. The yield is 0.810. (3) The reactants are [CH:1]1[C:13]2[NH:12][C:11]3[C:6](=[CH:7][CH:8]=[CH:9][CH:10]=3)[C:5]=2[CH:4]=[C:3]([C:14]([O:16][CH2:17][CH3:18])=[O:15])[N:2]=1.[H-].[Na+]. The catalyst is CN(C=O)C. The product is [C:6]1([CH2:5][CH2:4][CH2:3][N:12]2[C:13]3[CH:1]=[N:2][C:3]([C:14]([O:16][CH2:17][CH3:18])=[O:15])=[CH:4][C:5]=3[C:6]3[C:11]2=[CH:10][CH:9]=[CH:8][CH:7]=3)[CH:11]=[CH:10][CH:9]=[CH:8][CH:7]=1. The yield is 0.560. (4) The reactants are [Cl:1][C:2]1[CH:7]=[CH:6][C:5]([N:8]2[C:13](=[O:14])[CH:12]=[C:11]([NH:15][C:16]3[CH:21]=[CH:20][C:19]([O:22][CH3:23])=[CH:18][CH:17]=3)[C:10]([C:24]([NH:26][NH2:27])=O)=[N:9]2)=[CH:4][CH:3]=1.C(O)(=O)C.[CH:32](N)=[NH:33]. The catalyst is C(O)CC. The product is [Cl:1][C:2]1[CH:7]=[CH:6][C:5]([N:8]2[C:13](=[O:14])[CH:12]=[C:11]([NH:15][C:16]3[CH:21]=[CH:20][C:19]([O:22][CH3:23])=[CH:18][CH:17]=3)[C:10]([C:24]3[N:33]=[CH:32][NH:27][N:26]=3)=[N:9]2)=[CH:4][CH:3]=1. The yield is 0.580. (5) The reactants are [Cl-].O[NH3+:3].[C:4](=[O:7])([O-])[OH:5].[Na+].CS(C)=O.[OH:13][C:14]([C:17]1[CH:57]=[CH:56][C:20]([O:21][C@H:22]2[CH2:27][CH2:26][C@H:25]([N:28]3[C:33](=[O:34])[C:32]([CH2:35][C:36]4[CH:41]=[CH:40][C:39]([C:42]5[C:43]([C:48]#[N:49])=[CH:44][CH:45]=[CH:46][CH:47]=5)=[CH:38][CH:37]=4)=[C:31]([CH2:50][CH2:51][CH3:52])[N:30]4[N:53]=[CH:54][N:55]=[C:29]34)[CH2:24][CH2:23]2)=[CH:19][CH:18]=1)([CH3:16])[CH3:15]. The catalyst is O.C(OCC)(=O)C. The product is [OH:13][C:14]([C:17]1[CH:57]=[CH:56][C:20]([O:21][C@H:22]2[CH2:27][CH2:26][C@H:25]([N:28]3[C:33](=[O:34])[C:32]([CH2:35][C:36]4[CH:41]=[CH:40][C:39]([C:42]5[CH:47]=[CH:46][CH:45]=[CH:44][C:43]=5[C:48]5[NH:3][C:4](=[O:7])[O:5][N:49]=5)=[CH:38][CH:37]=4)=[C:31]([CH2:50][CH2:51][CH3:52])[N:30]4[N:53]=[CH:54][N:55]=[C:29]34)[CH2:24][CH2:23]2)=[CH:19][CH:18]=1)([CH3:16])[CH3:15]. The yield is 0.470. (6) The product is [C:1]([O:5][C:6](=[O:17])[NH:7][CH2:8][CH:9]1[CH2:10][CH2:11][CH:12]([CH:15]=[O:16])[CH2:13][CH2:14]1)([CH3:2])([CH3:4])[CH3:3]. The catalyst is C(Cl)Cl. The reactants are [C:1]([O:5][C:6](=[O:17])[NH:7][CH2:8][CH:9]1[CH2:14][CH2:13][CH:12]([CH2:15][OH:16])[CH2:11][CH2:10]1)([CH3:4])([CH3:3])[CH3:2].CC(OI1(OC(C)=O)(OC(C)=O)OC(=O)C2C=CC=CC1=2)=O.C([O-])(O)=O.[Na+].[O-]S([O-])(=S)=O.[Na+].[Na+]. The yield is 0.820.